Task: Predict the reactants needed to synthesize the given product.. Dataset: Full USPTO retrosynthesis dataset with 1.9M reactions from patents (1976-2016) (1) Given the product [F:17][C:2]([F:1])([F:18])[C:3]1[N:8]=[CH:7][C:6]([C:9]([CH3:16])=[CH:10][C:11]([OH:13])=[O:12])=[CH:5][CH:4]=1, predict the reactants needed to synthesize it. The reactants are: [F:1][C:2]([F:18])([F:17])[C:3]1[N:8]=[CH:7][C:6]([C:9]([CH3:16])=[CH:10][C:11]([O:13]CC)=[O:12])=[CH:5][CH:4]=1.[OH-].[Na+]. (2) Given the product [CH2:1]([O:3][C:4]([C:6]1[N:11]=[CH:10][C:9]2[N:12]=[C:13]([C:15]3[CH:16]=[N:17][CH:18]=[CH:19][CH:20]=3)[S:14][C:8]=2[C:7]=1[OH:22])=[O:5])[CH3:2], predict the reactants needed to synthesize it. The reactants are: [CH2:1]([O:3][C:4]([C:6]1[N:11]=[CH:10][C:9]2[N:12]=[C:13]([C:15]3[CH:16]=[N:17][CH:18]=[C:19](Br)[CH:20]=3)[S:14][C:8]=2[C:7]=1[OH:22])=[O:5])[CH3:2].C([O-])=O.[NH4+]. (3) Given the product [OH:8][C:9]1[C:10]([O:43][CH3:44])=[CH:11][C:12]2[CH2:21][CH2:20][N:19]3[CH:14]([CH2:15][C:16]4[C:25]([Cl:26])=[CH:24][C:23]([O:27][CH3:28])=[C:22]([O:29][C:30](=[O:41])[CH2:31][CH2:32][CH2:33][CH2:34][CH2:35][CH2:36][CH2:37][CH2:38][CH2:39][CH3:40])[C:17]=4[CH2:18]3)[C:13]=2[CH:42]=1, predict the reactants needed to synthesize it. The reactants are: C([O:8][C:9]1[C:10]([O:43][CH3:44])=[CH:11][C:12]2[CH2:21][CH2:20][N:19]3[CH:14]([CH2:15][C:16]4[C:25]([Cl:26])=[CH:24][C:23]([O:27][CH3:28])=[C:22]([O:29][C:30](=[O:41])[CH2:31][CH2:32][CH2:33][CH2:34][CH2:35][CH2:36][CH2:37][CH2:38][CH2:39][CH3:40])[C:17]=4[CH2:18]3)[C:13]=2[CH:42]=1)C1C=CC=CC=1.